From a dataset of Catalyst prediction with 721,799 reactions and 888 catalyst types from USPTO. Predict which catalyst facilitates the given reaction. (1) Reactant: [F:1][C:2]1[CH:10]=[C:9]2[C:5]([C:6]([C:12]3[N:13]=[C:14]4[C:20]([C:21](O)=[O:22])=[CH:19][NH:18][C:15]4=[N:16][CH:17]=3)=[N:7][N:8]2[CH3:11])=[CH:4][CH:3]=1.CCN=C=NCCCN(C)C.Cl.[CH3:36][C:37]1([NH2:43])[CH2:42][CH2:41][CH2:40][CH2:39][CH2:38]1.O. Product: [F:1][C:2]1[CH:10]=[C:9]2[C:5]([C:6]([C:12]3[N:13]=[C:14]4[C:20]([C:21]([NH:43][C:37]5([CH3:36])[CH2:42][CH2:41][CH2:40][CH2:39][CH2:38]5)=[O:22])=[CH:19][NH:18][C:15]4=[N:16][CH:17]=3)=[N:7][N:8]2[CH3:11])=[CH:4][CH:3]=1. The catalyst class is: 239. (2) Reactant: [C:1]([C@H:4]1[CH2:9][CH2:8][CH2:7][C@H:6]([NH:10][C:11]([C:13]2[C:21]3[C:16](=[N:17][CH:18]=[C:19]([C:22]4[C:30]5[C:25](=[CH:26][C:27]([Cl:31])=[CH:28][CH:29]=5)[N:24]([CH3:32])[N:23]=4)[N:20]=3)[N:15]([CH2:33][O:34][CH2:35][CH2:36][Si:37]([CH3:40])([CH3:39])[CH3:38])[CH:14]=2)=[O:12])[CH2:5]1)(=O)[NH2:2].FC(F)(F)C(OC(=O)C(F)(F)F)=O. Product: [C:1]([C@H:4]1[CH2:9][CH2:8][CH2:7][C@H:6]([NH:10][C:11]([C:13]2[C:21]3[C:16](=[N:17][CH:18]=[C:19]([C:22]4[C:30]5[C:25](=[CH:26][C:27]([Cl:31])=[CH:28][CH:29]=5)[N:24]([CH3:32])[N:23]=4)[N:20]=3)[N:15]([CH2:33][O:34][CH2:35][CH2:36][Si:37]([CH3:40])([CH3:39])[CH3:38])[CH:14]=2)=[O:12])[CH2:5]1)#[N:2]. The catalyst class is: 17. (3) Product: [Cl:1][C:2]1[CH:3]=[C:4]2[C:9](=[CH:10][C:11]=1[N:12]1[CH2:17][C:16]3[C:18]([CH:25]4[CH2:27][CH2:26]4)=[N:19][C:20]([C:22]([NH2:38])=[O:24])=[CH:21][C:15]=3[NH:14][C:13]1=[O:28])[O:8][CH:7]([C:29]1[C:34]([F:35])=[CH:33][CH:32]=[CH:31][N:30]=1)[CH2:6][CH2:5]2. Reactant: [Cl:1][C:2]1[CH:3]=[C:4]2[C:9](=[CH:10][C:11]=1[N:12]1[CH2:17][C:16]3[C:18]([CH:25]4[CH2:27][CH2:26]4)=[N:19][C:20]([C:22]([OH:24])=O)=[CH:21][C:15]=3[NH:14][C:13]1=[O:28])[O:8][CH:7]([C:29]1[C:34]([F:35])=[CH:33][CH:32]=[CH:31][N:30]=1)[CH2:6][CH2:5]2.CC[N:38]=C=NCCCN(C)C.O. The catalyst class is: 3. (4) Reactant: C(O[C@H:10]1[C@@:14]([O:16][C:17](=[O:24])[C:18]2[CH:23]=[CH:22][CH:21]=[CH:20][CH:19]=2)([CH3:15])[C@H:13]([O:25][C:26](=[O:33])[C:27]2[CH:32]=[CH:31][CH:30]=[CH:29][CH:28]=2)[C@@H:12]([CH2:34][O:35][C:36](=[O:43])[C:37]2[CH:42]=[CH:41][CH:40]=[CH:39][CH:38]=2)[O:11]1)(=O)C1C=CC=CC=1.[NH2:44][C:45]1[N:53]=[C:52]2[C:48]([NH:49][CH:50]=[N:51]2)=[C:47]([Cl:54])[N:46]=1.CCCCCCC=CCCC.O([Si](C)(C)C)S(C(F)(F)F)(=O)=O.C(=O)(O)[O-].[Na+]. Product: [C:17]([O:16][C@:14]1([CH3:15])[C@H:13]([O:25][C:26](=[O:33])[C:27]2[CH:32]=[CH:31][CH:30]=[CH:29][CH:28]=2)[C@@H:12]([CH2:34][O:35][C:36](=[O:43])[C:37]2[CH:38]=[CH:39][CH:40]=[CH:41][CH:42]=2)[O:11][C@H:10]1[N:51]1[CH:50]=[N:49][C:48]2[C:52]1=[N:53][C:45]([NH2:44])=[N:46][C:47]=2[Cl:54])(=[O:24])[C:18]1[CH:23]=[CH:22][CH:21]=[CH:20][CH:19]=1. The catalyst class is: 10. (5) The catalyst class is: 201. Product: [Cl:1][C:2]1[CH:24]=[CH:23][C:5]([CH2:6][C@H:7]2[CH2:12][C@@H:11]([C:13]3[O:17][NH:16][C:15](=[O:18])[CH:14]=3)[CH2:10][CH2:9][NH:8]2)=[CH:4][CH:3]=1. Reactant: [Cl:1][C:2]1[CH:24]=[CH:23][C:5]([CH2:6][C@H:7]2[CH2:12][C@@H:11]([C:13]3[O:17][NH:16][C:15](=[O:18])[CH:14]=3)[CH2:10][CH2:9][N:8]2C(OC)=O)=[CH:4][CH:3]=1. (6) Reactant: Cl[C:2](Cl)(Cl)[CH:3]([OH:5])O.S([O-])([O-])(=O)=O.[Na+].[Na+].[NH2:15][C:16]1[C:17]([CH3:22])=[CH:18][CH:19]=[CH:20][CH:21]=1.Cl.[NH2:24][OH:25]. Product: [OH:25]/[N:24]=[CH:2]/[C:3]([NH:15][C:16]1[CH:21]=[CH:20][CH:19]=[CH:18][C:17]=1[CH3:22])=[O:5]. The catalyst class is: 6.